This data is from Reaction yield outcomes from USPTO patents with 853,638 reactions. The task is: Predict the reaction yield, written as a fraction of the theoretical maximum amount of product (1.0 means a 100% yield; for example, 0.34 means a 34% yield). The reactants are [H-].[Na+].[C:3]([O:7][C:8]([N:10]1[CH2:20][CH2:19][C:13]2([O:17][C:16](=[O:18])[NH:15][CH2:14]2)[CH2:12][CH2:11]1)=[O:9])([CH3:6])([CH3:5])[CH3:4].[CH2:21](Br)[C:22]1[CH:27]=[CH:26][CH:25]=[CH:24][CH:23]=1.O. The catalyst is CN(C=O)C. The product is [C:3]([O:7][C:8]([N:10]1[CH2:11][CH2:12][C:13]2([O:17][C:16](=[O:18])[N:15]([CH2:21][C:22]3[CH:27]=[CH:26][CH:25]=[CH:24][CH:23]=3)[CH2:14]2)[CH2:19][CH2:20]1)=[O:9])([CH3:6])([CH3:4])[CH3:5]. The yield is 0.800.